From a dataset of Reaction yield outcomes from USPTO patents with 853,638 reactions. Predict the reaction yield, written as a fraction of the theoretical maximum amount of product (1.0 means a 100% yield; for example, 0.34 means a 34% yield). (1) The reactants are [C:1]([C:3]1[CH:16]=[CH:15][C:6]([CH2:7][N:8]2[CH2:11][CH:10]([C:12]([OH:14])=[O:13])[CH2:9]2)=[CH:5][CH:4]=1)#[N:2].[C:17](O)([CH3:20])([CH3:19])[CH3:18].CCN=C=NCCCN(C)C. The catalyst is CN(C1C=CN=CC=1)C.ClC(Cl)C. The product is [C:1]([C:3]1[CH:4]=[CH:5][C:6]([CH2:7][N:8]2[CH2:9][CH:10]([C:12]([O:14][C:17]([CH3:20])([CH3:19])[CH3:18])=[O:13])[CH2:11]2)=[CH:15][CH:16]=1)#[N:2]. The yield is 0.860. (2) The reactants are [CH3:1][C:2]1[CH:10]=[CH:9][C:5]2[N:6]=[CH:7][O:8][C:4]=2[CH:3]=1.[Br:11]N1C(=O)CCC1=O.N(C(C)(C)C#N)=NC(C)(C)C#N. The catalyst is C(Cl)(Cl)(Cl)Cl. The product is [Br:11][CH2:1][C:2]1[CH:10]=[CH:9][C:5]2[N:6]=[CH:7][O:8][C:4]=2[CH:3]=1. The yield is 0.380. (3) The reactants are O=[C:2]1[CH2:11][CH2:10][CH:9]2[CH:4]([CH2:5][CH:6]([C:16]([O:18][CH2:19][CH3:20])=[O:17])[N:7]([C:12]([O:14][CH3:15])=[O:13])[CH2:8]2)[CH2:3]1.[NH2:21][C:22]1[CH:29]=[CH:28][C:27](C)=[CH:26][C:23]=1[C:24]#[N:25].[C:31](O)(=O)C.C(O[BH-](OC(=O)C)OC(=O)C)(=O)C.[Na+]. The catalyst is CCCCCC.C(OCC)(=O)C. The product is [C:24]([C:23]1[CH:26]=[CH:27][C:28]([CH3:31])=[CH:29][C:22]=1[NH:21][C@H:2]1[CH2:11][CH2:10][C@@H:9]2[C@@H:4]([CH2:5][C@@H:6]([C:16]([O:18][CH2:19][CH3:20])=[O:17])[N:7]([C:12]([O:14][CH3:15])=[O:13])[CH2:8]2)[CH2:3]1)#[N:25]. The yield is 0.100. (4) The reactants are C([O:8][C:9]1[CH:18]=[C:17]2[C:12]([C:13](=O)[CH:14]=[C:15]([C:19]([O:21][CH2:22][CH3:23])=[O:20])[O:16]2)=[CH:11][C:10]=1[O:25][CH3:26])C1C=CC=CC=1. The catalyst is C(OCC)(=O)C.C(O)(=O)C.[Pd]. The product is [OH:8][C:9]1[CH:18]=[C:17]2[C:12]([CH2:13][CH2:14][CH:15]([C:19]([O:21][CH2:22][CH3:23])=[O:20])[O:16]2)=[CH:11][C:10]=1[O:25][CH3:26]. The yield is 0.940. (5) The reactants are [NH2:1][C:2]1[N:7]=[CH:6][N:5]=[C:4]2[N:8]([C@@H:25]3[CH2:30][CH2:29][CH2:28][N:27]([C:31](=[O:35])[CH2:32][C:33]#[N:34])[CH2:26]3)[N:9]=[C:10]([C:11]3[CH:16]=[CH:15][C:14]([O:17][C:18]4[CH:23]=[CH:22][CH:21]=[C:20]([F:24])[CH:19]=4)=[CH:13][CH:12]=3)[C:3]=12.[CH:36]1([CH:39]=O)[CH2:38][CH2:37]1.N1CCCCC1.ClCCl. The catalyst is CO. The product is [NH2:1][C:2]1[N:7]=[CH:6][N:5]=[C:4]2[N:8]([C@@H:25]3[CH2:30][CH2:29][CH2:28][N:27]([C:31]([C:32](=[CH:39][CH:36]4[CH2:38][CH2:37]4)[C:33]#[N:34])=[O:35])[CH2:26]3)[N:9]=[C:10]([C:11]3[CH:16]=[CH:15][C:14]([O:17][C:18]4[CH:23]=[CH:22][CH:21]=[C:20]([F:24])[CH:19]=4)=[CH:13][CH:12]=3)[C:3]=12. The yield is 0.270.